Binary Classification. Given a drug SMILES string, predict its activity (active/inactive) in a high-throughput screening assay against a specified biological target. From a dataset of Kir2.1 potassium channel HTS with 301,493 compounds. (1) The molecule is O=c1n(c(=O)n(c2nc(n(CCC(C)C)c12)CN1C(CCCC1)CC)C)C. The result is 0 (inactive). (2) The molecule is S=C(N1CCN(CC1)C(c1ccccc1)c1ccccc1)NCC(C)=C. The result is 0 (inactive). (3) The molecule is S(c1n(c2ccccc2)c(nn1)C)CCOc1c(cccc1)C. The result is 1 (active). (4) The molecule is Clc1ccc(C(=O)c2oc(CSc3n(c4ccccc4)c(nn3)C)cc2)cc1. The result is 1 (active).